This data is from Retrosynthesis with 50K atom-mapped reactions and 10 reaction types from USPTO. The task is: Predict the reactants needed to synthesize the given product. Given the product Cc1cc([N+](=O)[O-])c(C)c([N+](=O)[O-])c1N, predict the reactants needed to synthesize it. The reactants are: CC(=O)Nc1c(C)cc([N+](=O)[O-])c(C)c1[N+](=O)[O-].